From a dataset of Reaction yield outcomes from USPTO patents with 853,638 reactions. Predict the reaction yield, written as a fraction of the theoretical maximum amount of product (1.0 means a 100% yield; for example, 0.34 means a 34% yield). (1) The reactants are C[Al](C)C.[CH:5]1([NH2:8])[CH2:7][CH2:6]1.C[O:10][C:11](=O)[C:12]1[CH:17]=[CH:16][C:15]([NH:18][CH2:19][C:20]2[C:21]([C:26]3[CH:31]=[CH:30][C:29]([F:32])=[CH:28][CH:27]=3)=[N:22][O:23][C:24]=2[CH3:25])=[N:14][CH:13]=1.C(C(C(C([O-])=O)O)O)([O-])=O.[K+].[Na+]. The catalyst is O1CCOCC1. The product is [CH:5]1([NH:8][C:11](=[O:10])[C:12]2[CH:17]=[CH:16][C:15]([NH:18][CH2:19][C:20]3[C:21]([C:26]4[CH:27]=[CH:28][C:29]([F:32])=[CH:30][CH:31]=4)=[N:22][O:23][C:24]=3[CH3:25])=[N:14][CH:13]=2)[CH2:7][CH2:6]1. The yield is 0.600. (2) The reactants are [CH2:1]([CH:4]([CH2:7][C:8]#[CH:9])[CH2:5][OH:6])[C:2]#[CH:3].[C:10]([O:13][C:14]1[CH:22]=[CH:21][C:17]([C:18](O)=[O:19])=[CH:16][CH:15]=1)(=[O:12])[CH3:11].CCN=C=NCCCN(C)C.Cl.CCOCC. The catalyst is CN(C1C=CN=CC=1)C.C(Cl)Cl.O. The product is [C:10]([O:13][C:14]1[CH:22]=[CH:21][C:17]([C:18]([O:6][CH2:5][CH:4]([CH2:7][C:8]#[CH:9])[CH2:1][C:2]#[CH:3])=[O:19])=[CH:16][CH:15]=1)(=[O:12])[CH3:11]. The yield is 0.480.